Dataset: Full USPTO retrosynthesis dataset with 1.9M reactions from patents (1976-2016). Task: Predict the reactants needed to synthesize the given product. (1) Given the product [NH2:8][CH:9]1[CH2:12][CH:11]([O:13][C:14](=[O:21])[C:15]2[CH:20]=[CH:19][CH:18]=[CH:17][CH:16]=2)[CH2:10]1, predict the reactants needed to synthesize it. The reactants are: C(OC([NH:8][CH:9]1[CH2:12][CH:11]([O:13][C:14](=[O:21])[C:15]2[CH:20]=[CH:19][CH:18]=[CH:17][CH:16]=2)[CH2:10]1)=O)(C)(C)C.C(O)(C(F)(F)F)=O. (2) Given the product [CH3:20][C:17]1[CH:18]=[CH:19][C:14]([C:11]2[CH2:12][CH2:13][NH:8][CH2:9][CH:10]=2)=[C:15]([CH:21]2[CH2:26][C:25]([CH3:28])([CH3:27])[CH2:24][C:23]([CH3:30])([CH3:29])[CH2:22]2)[CH:16]=1, predict the reactants needed to synthesize it. The reactants are: C(OC([N:8]1[CH2:13][CH:12]=[C:11]([C:14]2[CH:19]=[CH:18][C:17]([CH3:20])=[CH:16][C:15]=2[CH:21]2[CH2:26][C:25]([CH3:28])([CH3:27])[CH2:24][C:23]([CH3:30])([CH3:29])[CH2:22]2)[CH2:10][CH2:9]1)=O)(C)(C)C.FC(F)(F)C(O)=O. (3) Given the product [F:3][C:4]1[CH:9]=[CH:8][C:7]([C:10]2[NH:11][CH:12]=[C:13]([CH:21]3[CH2:22][CH2:23][NH:24][CH2:25][CH2:26]3)[C:14]=2[C:15]2[CH:20]=[CH:19][N:18]=[CH:17][CH:16]=2)=[CH:6][CH:5]=1, predict the reactants needed to synthesize it. The reactants are: Cl.Cl.[F:3][C:4]1[CH:9]=[CH:8][C:7]([C:10]2[NH:11][CH:12]=[C:13]([C:21]3[CH2:22][CH2:23][NH:24][CH2:25][CH:26]=3)[C:14]=2[C:15]2[CH:20]=[CH:19][N:18]=[CH:17][CH:16]=2)=[CH:6][CH:5]=1. (4) Given the product [C:25]([N:29]1[C:8]([C:5]2[CH:6]=[CH:7][C:2]([F:1])=[CH:3][CH:4]=2)=[C:9]([C:10]([O:12][CH2:13][CH3:14])=[O:11])[CH:19]=[N:17]1)([CH3:28])([CH3:27])[CH3:26], predict the reactants needed to synthesize it. The reactants are: [F:1][C:2]1[CH:7]=[CH:6][C:5]([C:8](=O)[CH2:9][C:10]([O:12][CH2:13][CH3:14])=[O:11])=[CH:4][CH:3]=1.C[N:17]([CH:19](OC)OC)C.Cl.[C:25]([NH:29]N)([CH3:28])([CH3:27])[CH3:26]. (5) Given the product [CH2:23]([O:25][C:26]([C@:28]1([N:48]=[N+:49]=[N-:50])[C@@H:33]([OH:34])[CH2:32][C@@H:31]2[C@H:29]1[C@@:30]2([F:47])[C:42]([O:44][CH2:45][CH3:46])=[O:43])=[O:27])[CH3:24], predict the reactants needed to synthesize it. The reactants are: N([O-])=O.[K+].C1OCCOCCOCCOCCOCCOC1.[CH2:23]([O:25][C:26]([C@:28]1([N:48]=[N+:49]=[N-:50])[C@H:33]([O:34]S(C(F)(F)F)(=O)=O)[CH2:32][C@@H:31]2[C@H:29]1[C@@:30]2([F:47])[C:42]([O:44][CH2:45][CH3:46])=[O:43])=[O:27])[CH3:24].O. (6) Given the product [Cl:1][C:2]1[N:7]=[C:6]([N:8]([C:24]([O:26][C:27]([CH3:30])([CH3:29])[CH3:28])=[O:25])[N:9]([C:10]([O:12][C:13]([CH3:14])([CH3:16])[CH3:15])=[O:11])[C:17]([O:19][C:20]([CH3:22])([CH3:21])[CH3:23])=[O:18])[C:5]([F:31])=[C:4]([N:46]([CH2:45][C:41]2[O:40][CH:44]=[CH:43][CH:42]=2)[CH3:47])[N:3]=1, predict the reactants needed to synthesize it. The reactants are: [Cl:1][C:2]1[N:7]=[C:6]([N:8]([C:24]([O:26][C:27]([CH3:30])([CH3:29])[CH3:28])=[O:25])[N:9]([C:17]([O:19][C:20]([CH3:23])([CH3:22])[CH3:21])=[O:18])[C:10]([O:12][C:13]([CH3:16])([CH3:15])[CH3:14])=[O:11])[C:5]([F:31])=[C:4](Cl)[N:3]=1.C(N(CC)CC)C.[O:40]1[CH:44]=[CH:43][CH:42]=[C:41]1[CH2:45][NH:46][CH3:47]. (7) Given the product [OH:17][CH2:16][C@H:15]([N:12]1[CH2:13][CH2:14][N:9]([C:7]([C:6]2[CH:5]=[N:4][N:3]3[C:28]([C:27]([F:41])([F:26])[F:42])=[CH:29][C:30]([C:32]4[CH:33]=[CH:34][C:35]([O:38][CH3:39])=[CH:36][CH:37]=4)=[N:1][C:2]=23)=[O:8])[C@H:10]([CH3:24])[CH2:11]1)[C:18]1[CH:23]=[CH:22][CH:21]=[CH:20][CH:19]=1, predict the reactants needed to synthesize it. The reactants are: [NH2:1][C:2]1[C:6]([C:7]([N:9]2[CH2:14][CH2:13][N:12]([C@H:15]([C:18]3[CH:23]=[CH:22][CH:21]=[CH:20][CH:19]=3)[CH2:16][OH:17])[CH2:11][C@H:10]2[CH3:24])=[O:8])=[CH:5][NH:4][N:3]=1.[K].[F:26][C:27]([F:42])([F:41])[C:28](=O)[CH2:29][C:30]([C:32]1[CH:37]=[CH:36][C:35]([O:38][CH3:39])=[CH:34][CH:33]=1)=O.CO. (8) Given the product [Cl:25][C:26]1[CH:27]=[C:28]2[C:32](=[CH:33][CH:34]=1)[NH:31][CH:30]=[C:29]2[CH2:35][CH2:36][NH:37][C:19]([C:16]1[N:15]=[C:14]([CH2:13][C:3]2[N:4]=[C:5]([C:7]3[CH:8]=[CH:9][CH:10]=[CH:11][CH:12]=3)[O:6][C:2]=2[CH3:1])[O:18][N:17]=1)=[O:21], predict the reactants needed to synthesize it. The reactants are: [CH3:1][C:2]1[O:6][C:5]([C:7]2[CH:12]=[CH:11][CH:10]=[CH:9][CH:8]=2)=[N:4][C:3]=1[CH2:13][C:14]1[O:18][N:17]=[C:16]([C:19]([O:21]CC)=O)[N:15]=1.Cl.[Cl:25][C:26]1[CH:27]=[C:28]2[C:32](=[CH:33][CH:34]=1)[NH:31][CH:30]=[C:29]2[CH2:35][CH2:36][NH2:37].CN(C(ON1N=NC2C=CC=NC1=2)=[N+](C)C)C.F[P-](F)(F)(F)(F)F.C(N(CC)C(C)C)(C)C. (9) Given the product [Br:19][C:3]1[C:4](=[O:18])[N:5]([C:9]2[O:13][C:12]([C:14]([O:16][CH3:17])=[O:15])=[CH:11][CH:10]=2)[C:6]([CH3:8])=[CH:7][C:2]=1[O:1][CH2:36][C:35]1[CH:38]=[CH:39][C:40]([F:42])=[CH:41][C:34]=1[F:33], predict the reactants needed to synthesize it. The reactants are: [OH:1][C:2]1[CH:7]=[C:6]([CH3:8])[N:5]([C:9]2[O:13][C:12]([C:14]([O:16][CH3:17])=[O:15])=[CH:11][CH:10]=2)[C:4](=[O:18])[CH:3]=1.[Br:19]N1C(=O)CCC1=O.C([O-])([O-])=O.[K+].[K+].[F:33][C:34]1[CH:41]=[C:40]([F:42])[CH:39]=[CH:38][C:35]=1[CH2:36]Br.